This data is from Reaction yield outcomes from USPTO patents with 853,638 reactions. The task is: Predict the reaction yield, written as a fraction of the theoretical maximum amount of product (1.0 means a 100% yield; for example, 0.34 means a 34% yield). The reactants are [CH2:1]([O:3][C:4]([C:6]1[NH:7][CH:8]=[C:9]([CH2:11][NH:12][C:13]2[CH:18]=[CH:17][C:16]([Cl:19])=[CH:15][CH:14]=2)[CH:10]=1)=[O:5])[CH3:2].C(N(CC)C(C)C)(C)C.[C:29](Cl)(=[O:31])[CH3:30]. The catalyst is C(Cl)Cl. The product is [CH2:1]([O:3][C:4]([C:6]1[NH:7][CH:8]=[C:9]([CH2:11][N:12]([C:29](=[O:31])[CH3:30])[C:13]2[CH:14]=[CH:15][C:16]([Cl:19])=[CH:17][CH:18]=2)[CH:10]=1)=[O:5])[CH3:2]. The yield is 0.820.